This data is from Forward reaction prediction with 1.9M reactions from USPTO patents (1976-2016). The task is: Predict the product of the given reaction. (1) Given the reactants Cl[C:2]1[N:7]=[C:6]([C:8]2[CH:13]=[CH:12][CH:11]=[C:10]([C:14]([F:17])([F:16])[F:15])[N:9]=2)[N:5]=[C:4]([NH:18][CH:19]([CH3:21])[CH3:20])[CH:3]=1.[N:22]1[CH:27]=[CH:26][CH:25]=[CH:24][C:23]=1[NH2:28].C([O-])([O-])=O.[Cs+].[Cs+], predict the reaction product. The product is: [CH:19]([NH:18][C:4]1[CH:3]=[C:2]([NH:28][C:23]2[CH:24]=[CH:25][CH:26]=[CH:27][N:22]=2)[N:7]=[C:6]([C:8]2[CH:13]=[CH:12][CH:11]=[C:10]([C:14]([F:17])([F:16])[F:15])[N:9]=2)[N:5]=1)([CH3:21])[CH3:20]. (2) Given the reactants FC(F)(F)C(O)=O.FC(F)(F)C(O)=O.[O:15]1[C:19]2[CH:20]=[CH:21][CH:22]=[CH:23][C:18]=2[NH:17][C:16]1=[C:24]([C:27]1[CH:32]=[CH:31][N:30]=[C:29]([NH:33][CH2:34][CH:35]2[CH2:40][CH2:39][NH:38][CH2:37][CH2:36]2)[N:28]=1)[C:25]#[N:26].C(N(CC)CC)C.Cl[CH2:49][C:50]([N:52]([CH3:54])[CH3:53])=[O:51], predict the reaction product. The product is: [O:15]1[C:19]2[CH:20]=[CH:21][CH:22]=[CH:23][C:18]=2[NH:17][C:16]1=[C:24]([C:25]#[N:26])[C:27]1[CH:32]=[CH:31][N:30]=[C:29]([NH:33][CH2:34][CH:35]2[CH2:40][CH2:39][N:38]([CH2:49][C:50]([N:52]([CH3:54])[CH3:53])=[O:51])[CH2:37][CH2:36]2)[N:28]=1. (3) Given the reactants [F:1][C:2]1[CH:15]=[CH:14][C:13]2[C:4](=[C:5]([CH3:16])[N:6]=[C:7]3[C:12]=2[CH:11]=[CH:10][CH:9]=[CH:8]3)[CH:3]=1.[BH4-].[Na+].C(OC(N1CCC[C@H]1C(O)=O)=O)C(C)C.C(O)(=O)CC(CC(O)=O)(C(O)=O)O, predict the reaction product. The product is: [F:1][C:2]1[CH:3]=[C:4]2[C:13](=[CH:14][CH:15]=1)[C:12]1[CH:11]=[CH:10][CH:9]=[CH:8][C:7]=1[NH:6][C@H:5]2[CH3:16].